The task is: Regression. Given a peptide amino acid sequence and an MHC pseudo amino acid sequence, predict their binding affinity value. This is MHC class I binding data.. This data is from Peptide-MHC class I binding affinity with 185,985 pairs from IEDB/IMGT. (1) The peptide sequence is KMYWITRSK. The MHC is HLA-B27:03 with pseudo-sequence HLA-B27:03. The binding affinity (normalized) is 0.0847. (2) The peptide sequence is VCSFYADPK. The MHC is HLA-A33:01 with pseudo-sequence HLA-A33:01. The binding affinity (normalized) is 0. (3) The peptide sequence is SPAIFQSSM. The binding affinity (normalized) is 0. The MHC is HLA-B40:01 with pseudo-sequence HLA-B40:01. (4) The peptide sequence is KTRPILSPLTK. The MHC is HLA-A68:01 with pseudo-sequence HLA-A68:01. The binding affinity (normalized) is 0.